From a dataset of Full USPTO retrosynthesis dataset with 1.9M reactions from patents (1976-2016). Predict the reactants needed to synthesize the given product. (1) Given the product [CH:1]([C:3]1[CH:4]=[C:5]([CH:10]=[CH:11][C:12]=1[CH3:13])[C:6]([O:8][CH3:9])=[O:7])=[O:26], predict the reactants needed to synthesize it. The reactants are: [C:1]([C:3]1[CH:4]=[C:5]([CH:10]=[CH:11][C:12]=1[CH3:13])[C:6]([O:8][CH3:9])=[O:7])#N.F[B-](F)(F)F.[SiH](CC)(CC)CC.[OH2:26]. (2) Given the product [OH:95][C@H:91]([C@@H:92]([OH:45])[C:93]1[CH:7]=[CH:6][C:5]([O:8][CH3:9])=[CH:4][CH:94]=1)[C:10]([O:14][CH2:15][CH3:16])=[O:13], predict the reactants needed to synthesize it. The reactants are: IC1[CH:7]=[CH:6][C:5]([O:8][CH3:9])=[CH:4]C=1.[C:10]([O:14][CH2:15][CH3:16])(=[O:13])C=C.CCN(CC)CC.CC[C@H]1[C@H]2C[C@H]([C@H](OC3C4C(=CC=CC=4)C(O[C@H](C4C=CN=C5C=4C=C(OC)C=C5)[C@@H]4N5C[C@H](CC)[C@@H](CC5)C4)=NN=3)C3C=CN=C4C=3C=C([O:45]C)C=C4)N(CC2)C1.CN1CCOCC1.OO.[CH2:91]([OH:95])[CH2:92][CH2:93][CH3:94].O.